The task is: Binary Classification. Given a drug SMILES string, predict its activity (active/inactive) in a high-throughput screening assay against a specified biological target.. This data is from M1 muscarinic receptor antagonist screen with 61,756 compounds. (1) The molecule is O1c2c(OC1)ccc(NC(=O)c1c(OC)cccc1)c2. The result is 0 (inactive). (2) The molecule is N1(C2CCCC2)CCN(CC1)C(c1n(nnn1)C(C)(C)C)c1ccc(cc1)C. The result is 0 (inactive).